This data is from Full USPTO retrosynthesis dataset with 1.9M reactions from patents (1976-2016). The task is: Predict the reactants needed to synthesize the given product. (1) Given the product [Br:12][C:5]1[CH:4]=[C:3]([C:2]([F:1])([F:10])[F:11])[N:8]=[N:7][C:6]=1[OH:9], predict the reactants needed to synthesize it. The reactants are: [F:1][C:2]([F:11])([F:10])[C:3]1[N:8]=[N:7][C:6]([OH:9])=[CH:5][CH:4]=1.[Br:12]N1C(=O)CCC1=O. (2) Given the product [CH2:11]([O:10][C:8]([C@@H:4]1[CH2:5][CH2:6][CH2:7][C@@H:3]1[NH:2][CH2:20][C:17]1[CH:16]=[CH:15][C:14]([F:13])=[CH:19][N:18]=1)=[O:9])[CH3:12], predict the reactants needed to synthesize it. The reactants are: Cl.[NH2:2][C@H:3]1[CH2:7][CH2:6][CH2:5][C@H:4]1[C:8]([O:10][CH2:11][CH3:12])=[O:9].[F:13][C:14]1[CH:15]=[CH:16][C:17]([CH:20]=O)=[N:18][CH:19]=1.C([BH3-])#N.[Na+]. (3) Given the product [F:23][C:2]([F:22])([F:1])[C:3]([C:9]1[CH:10]=[CH:11][C:12]([CH2:15][N:16]2[CH2:17][CH2:18][N:19]([S:33]([C:29]3[CH:30]=[CH:31][CH:32]=[C:27]([N+:24]([O-:26])=[O:25])[CH:28]=3)(=[O:34])=[O:35])[CH2:20][CH2:21]2)=[CH:13][CH:14]=1)([OH:8])[C:4]([F:7])([F:6])[F:5], predict the reactants needed to synthesize it. The reactants are: [F:1][C:2]([F:23])([F:22])[C:3]([C:9]1[CH:14]=[CH:13][C:12]([CH2:15][N:16]2[CH2:21][CH2:20][NH:19][CH2:18][CH2:17]2)=[CH:11][CH:10]=1)([OH:8])[C:4]([F:7])([F:6])[F:5].[N+:24]([C:27]1[CH:28]=[C:29]([S:33](Cl)(=[O:35])=[O:34])[CH:30]=[CH:31][CH:32]=1)([O-:26])=[O:25].N1C=CC=CC=1. (4) The reactants are: [C:1]([C:3]1[C:4]([N:12]=[CH:13][N:14](C)C)=[N:5][C:6]([CH:9]([CH3:11])[CH3:10])=[CH:7][CH:8]=1)#[N:2].[CH3:17][O:18][C:19](=[O:42])[C:20]1[CH:25]=[CH:24][C:23]([S:26][C:27]2[CH:32]=[CH:31][C:30]([NH:33][C:34]([O:36][C:37]([CH3:40])([CH3:39])[CH3:38])=[O:35])=[CH:29][CH:28]=2)=[C:22](N)[CH:21]=1.CCOC(C)=O.C([O-])([O-])=O.[K+].[K+]. Given the product [CH3:17][O:18][C:19](=[O:42])[C:20]1[CH:21]=[CH:22][C:23]([S:26][C:27]2[CH:32]=[CH:31][C:30]([NH:33][C:34]([O:36][C:37]([CH3:39])([CH3:38])[CH3:40])=[O:35])=[CH:29][CH:28]=2)=[C:24]([NH:2][C:1]2[C:3]3[CH:8]=[CH:7][C:6]([CH:9]([CH3:10])[CH3:11])=[N:5][C:4]=3[N:12]=[CH:13][N:14]=2)[CH:25]=1, predict the reactants needed to synthesize it.